From a dataset of Full USPTO retrosynthesis dataset with 1.9M reactions from patents (1976-2016). Predict the reactants needed to synthesize the given product. (1) Given the product [N:27]1[CH:32]=[C:31]([C:2]2[CH:3]=[CH:4][C:5]([C:8]3([C:11]([N:13]4[CH2:17][CH2:16][C@@:15]5([C:21]6[CH:22]=[CH:23][CH:24]=[CH:25][C:20]=6[C:19](=[O:26])[O:18]5)[CH2:14]4)=[O:12])[CH2:10][CH2:9]3)=[CH:6][CH:7]=2)[CH:30]=[N:29][CH:28]=1, predict the reactants needed to synthesize it. The reactants are: Cl[C:2]1[CH:7]=[CH:6][C:5]([C:8]2([C:11]([N:13]3[CH2:17][CH2:16][C@@:15]4([C:21]5[CH:22]=[CH:23][CH:24]=[CH:25][C:20]=5[C:19](=[O:26])[O:18]4)[CH2:14]3)=[O:12])[CH2:10][CH2:9]2)=[CH:4][CH:3]=1.[N:27]1[CH:32]=[C:31](B(O)O)[CH:30]=[N:29][CH:28]=1.C(=O)([O-])[O-].[Cs+].[Cs+].O1CCOCC1. (2) The reactants are: [O:1]1[CH:5]=[CH:4][C:3]([C:6]2[N:11]3[N:12]=[C:13]([NH2:15])[N:14]=[C:10]3[CH:9]=[CH:8][CH:7]=2)=[CH:2]1.[CH2:16]([C:20]1[CH:28]=[CH:27][C:23]([C:24](O)=[O:25])=[CH:22][CH:21]=1)[CH2:17][CH2:18][CH3:19]. Given the product [CH2:16]([C:20]1[CH:21]=[CH:22][C:23]([C:24]([NH:15][C:13]2[N:14]=[C:10]3[CH:9]=[CH:8][CH:7]=[C:6]([C:3]4[CH:4]=[CH:5][O:1][CH:2]=4)[N:11]3[N:12]=2)=[O:25])=[CH:27][CH:28]=1)[CH2:17][CH2:18][CH3:19], predict the reactants needed to synthesize it. (3) Given the product [NH2:34][S:31]([C:22]1[CH:21]=[C:20]([CH:19]=[C:18]([NH:17][CH2:16][CH2:15][CH2:14][CH3:13])[C:23]=1[O:24][C:25]1[CH:26]=[CH:27][CH:28]=[CH:29][CH:30]=1)[C:35]([O-:37])=[O:36])(=[O:32])=[O:33].[CH2:2]([N+:9]([CH3:12])([CH3:11])[CH3:10])[C:3]1[CH:8]=[CH:7][CH:6]=[CH:5][CH:4]=1, predict the reactants needed to synthesize it. The reactants are: [OH-].[CH2:2]([N+:9]([CH3:12])([CH3:11])[CH3:10])[C:3]1[CH:8]=[CH:7][CH:6]=[CH:5][CH:4]=1.[CH3:13][CH2:14][CH2:15][CH2:16][NH:17][C:18]1[CH:19]=[C:20]([C:35]([OH:37])=[O:36])[CH:21]=[C:22]([S:31]([NH2:34])(=[O:33])=[O:32])[C:23]=1[O:24][C:25]1[CH:26]=[CH:27][CH:28]=[CH:29][CH:30]=1.CCCCCCC. (4) Given the product [C:1]([N:9]([CH2:14][C:15]([OH:17])=[O:16])[CH2:10][C:11]([OH:13])=[O:12])(=[O:3])[CH3:2], predict the reactants needed to synthesize it. The reactants are: [C:1](N)(=[O:3])[CH3:2].C=O.O.Cl.[NH:9]([CH2:14][C:15]([OH:17])=[O:16])[CH2:10][C:11]([OH:13])=[O:12].C(NCC(O)=O)(=O)C. (5) The reactants are: [Br:1]N1C(=O)CCC1=O.[F:9][C:10]([F:46])([F:45])[C:11]1[CH:12]=[C:13]([CH:38]=[C:39]([C:41]([F:44])([F:43])[F:42])[CH:40]=1)[CH2:14][N:15]([C:32]1[N:33]=[N:34][N:35]([CH3:37])[N:36]=1)[C@H:16]1[CH2:22][CH2:21][CH2:20][NH:19][C:18]2[CH:23]=[C:24]([C:28]([F:31])([F:30])[F:29])[C:25]([CH3:27])=[CH:26][C:17]1=2. Given the product [F:46][C:10]([F:45])([F:9])[C:11]1[CH:12]=[C:13]([CH:38]=[C:39]([C:41]([F:44])([F:42])[F:43])[CH:40]=1)[CH2:14][N:15]([C@H:16]1[CH2:22][CH2:21][CH2:20][NH:19][C:18]2[C:23]([Br:1])=[C:24]([C:28]([F:29])([F:30])[F:31])[C:25]([CH3:27])=[CH:26][C:17]1=2)[C:32]1[N:33]=[N:34][N:35]([CH3:37])[N:36]=1, predict the reactants needed to synthesize it. (6) The reactants are: [Br:1][C:2]1[CH:11]=[CH:10][C:5]([C:6]([O:8][CH3:9])=[O:7])=[C:4]([N+:12]([O-:14])=[O:13])[C:3]=1[OH:15].C(=O)([O-])[O-].[K+].[K+].CN(C)C=O.[CH2:27](Br)[C:28]1[CH:33]=[CH:32][CH:31]=[CH:30][CH:29]=1. Given the product [CH2:27]([O:15][C:3]1[C:4]([N+:12]([O-:14])=[O:13])=[C:5]([CH:10]=[CH:11][C:2]=1[Br:1])[C:6]([O:8][CH3:9])=[O:7])[C:28]1[CH:33]=[CH:32][CH:31]=[CH:30][CH:29]=1, predict the reactants needed to synthesize it. (7) Given the product [CH2:1]([O:8][C:9]1[CH:14]=[C:13]([N:15]2[CH:19]=[C:18]([F:20])[C:17]([F:21])=[CH:16]2)[CH:12]=[CH:11][C:10]=1[N:22]1[CH:27]=[C:26]([O:28][CH3:29])[C:25](=[O:30])[C:24]([C:31]([OH:33])=[O:32])=[N:23]1)[C:2]1[CH:7]=[CH:6][CH:5]=[CH:4][CH:3]=1, predict the reactants needed to synthesize it. The reactants are: [CH2:1]([O:8][C:9]1[CH:14]=[C:13]([N:15]2[CH:19]=[C:18]([F:20])[C:17]([F:21])=[CH:16]2)[CH:12]=[CH:11][C:10]=1[N:22]1[CH:27]=[C:26]([O:28][CH3:29])[C:25](=[O:30])[C:24]([C:31]([O:33]C)=[O:32])=[N:23]1)[C:2]1[CH:7]=[CH:6][CH:5]=[CH:4][CH:3]=1.[OH-].[Na+].O1CCCC1.Cl.